Dataset: Full USPTO retrosynthesis dataset with 1.9M reactions from patents (1976-2016). Task: Predict the reactants needed to synthesize the given product. (1) Given the product [S:18]([OH:23])(=[O:20])(=[O:19])[CH3:21].[OH:1][CH2:2][CH2:3][CH:4]1[CH2:9][CH2:8][C:7](=[O:10])[CH2:6][CH2:5]1, predict the reactants needed to synthesize it. The reactants are: [OH:1][CH2:2][CH2:3][CH:4]1[CH2:9][CH2:8][C:7](=[O:10])[CH2:6][CH2:5]1.C(N(CC)CC)C.[S:18](Cl)([CH3:21])(=[O:20])=[O:19].[OH2:23]. (2) Given the product [NH2:26][C:20]1[C:19]2[N:18]([C:17](=[O:25])[NH:16][C:15]=2[C:11]2[CH:12]=[CH:13][CH:14]=[C:9]([O:8][CH2:1][C:2]3[CH:7]=[CH:6][CH:5]=[CH:4][CH:3]=3)[CH:10]=2)[CH:23]=[CH:22][N:21]=1, predict the reactants needed to synthesize it. The reactants are: [CH2:1]([O:8][C:9]1[CH:10]=[C:11]([C:15]2[NH:16][C:17](=[O:25])[N:18]3[CH:23]=[CH:22][N:21]=[C:20](Cl)[C:19]=23)[CH:12]=[CH:13][CH:14]=1)[C:2]1[CH:7]=[CH:6][CH:5]=[CH:4][CH:3]=1.[NH3:26]. (3) Given the product [CH3:24][O:25][C:26](=[O:46])[CH2:27][CH2:28][C:29]1[CH:34]=[CH:33][C:32]([O:35][CH2:36][CH2:37][CH:38]([O:23][C:14]2[CH:15]=[CH:16][C:17]([C:19]([F:21])([F:22])[F:20])=[CH:18][C:13]=2[C:8]2[CH:9]=[CH:10][CH:11]=[CH:12][N:7]=2)[CH3:39])=[CH:31][C:30]=1[CH3:45], predict the reactants needed to synthesize it. The reactants are: C(=O)([O-])[O-].[Cs+].[Cs+].[N:7]1[CH:12]=[CH:11][CH:10]=[CH:9][C:8]=1[C:13]1[CH:18]=[C:17]([C:19]([F:22])([F:21])[F:20])[CH:16]=[CH:15][C:14]=1[OH:23].[CH3:24][O:25][C:26](=[O:46])[CH2:27][CH2:28][C:29]1[CH:34]=[CH:33][C:32]([O:35][CH2:36][CH2:37][CH:38](OS(C)(=O)=O)[CH3:39])=[CH:31][C:30]=1[CH3:45]. (4) Given the product [NH2:8][C:5]1[CH:6]=[CH:7][C:2]([F:1])=[C:3]([C@@:16]2([CH3:27])[NH:17][C:18](=[S:26])[C@@:19]([F:25])([CH3:24])[CH2:20][C:21]2([F:23])[F:22])[CH:4]=1, predict the reactants needed to synthesize it. The reactants are: [F:1][C:2]1[CH:7]=[CH:6][C:5]([NH:8]C(=O)OC(C)(C)C)=[CH:4][C:3]=1[C@:16]1([CH3:27])[C:21]([F:23])([F:22])[CH2:20][C@:19]([F:25])([CH3:24])[C:18](=[S:26])[NH:17]1.C(O)(C(F)(F)F)=O. (5) Given the product [CH3:1][N:2]1[CH:6]=[C:5]([C:7]2[CH:8]=[C:9]([CH:10]=[C:11]([N+:13]([O-:15])=[O:14])[CH:12]=2)[O:16][CH2:39][C@H:38]([NH:40][C:41](=[O:47])[O:42][C:43]([CH3:44])([CH3:46])[CH3:45])[CH3:37])[CH:4]=[N:3]1, predict the reactants needed to synthesize it. The reactants are: [CH3:1][N:2]1[CH:6]=[C:5]([C:7]2[CH:8]=[C:9]([OH:16])[CH:10]=[C:11]([N+:13]([O-:15])=[O:14])[CH:12]=2)[CH:4]=[N:3]1.C1(P(C2C=CC=CC=2)C2C=CC=CC=2)C=CC=CC=1.O[CH2:37][C@H:38]([NH:40][C:41](=[O:47])[O:42][C:43]([CH3:46])([CH3:45])[CH3:44])[CH3:39].N(C(OCC)=O)=NC(OCC)=O.